Dataset: Experimentally validated miRNA-target interactions with 360,000+ pairs, plus equal number of negative samples. Task: Binary Classification. Given a miRNA mature sequence and a target amino acid sequence, predict their likelihood of interaction. (1) The miRNA is hsa-miR-298 with sequence AGCAGAAGCAGGGAGGUUCUCCCA. The protein sequence of the target gene is MAAGRLLLYTGLSLALCALGMLAVAICSDHWYETDARKHRDRCKAFNTRRVDPGFIYNNNNNLPLRASRSRLDRWEGKLLRARNRRQLFAMSPADECSRQYNSTNMGLWRKCHRQGFDPEIAALIRKGEIERCTYIKYHYSSATIPRNLTFNITKTIRQDEWHALHLRRMTAGFMGMAVAIILFGWIIGVLGCCWDRGLMQYVAGLLFLMGGTFCIISLCTCVAGINFELSRYPRYLYGLPDDISHGYGWSMFCAWGGLGLTLISGFFCTLAPSVQPVPRTNYPKSRPENGTVC. Result: 1 (interaction). (2) The miRNA is mmu-miR-466e-5p with sequence GAUGUGUGUGUACAUGUACAUA. The protein sequence of the target gene is MTTNPKPNKALKVKKEAGENAPVLSDDELVSMSVRELNQHLRGLTKEEVTRLKQRRRTLKNRGYAASCRIKRVTQKEELERQRVELQQEVEKLARENSSMRLELDALRSKYEALQTFARTVARGPVTPTKVATTSVITIVKSAELSSTSVPFSAAS. Result: 0 (no interaction). (3) The miRNA is hsa-miR-3663-3p with sequence UGAGCACCACACAGGCCGGGCGC. The protein sequence of the target gene is MNGYVDFSPSPTSPTKEPGAPQPTQAVLQEDVDMSSGSSGNENCSTGRDSQGSDCDDNGKELRMLVESSNTHPSPDDAFRLMMTEAEHNPSTSGCSSEQSAKADAHKELIRTLKELKVHLPADKKAKGKASTLATLKYALRSVKQVKANEEYYQLLMSSESQPCSVDVPSYSMEQVEGITSEYIVKNADMFAVAVSLVSGKILYISNQVASIFHCKKDAFSDAKFVEFLAPHDVSVFHSYTTPYKLPPWSVCSGLDSFTQECMEEKSFFCRVSVGKHHENEIRYQPFRMTPYLVKVQEQQ.... Result: 0 (no interaction). (4) The miRNA is hsa-miR-149-3p with sequence AGGGAGGGACGGGGGCUGUGC. The protein sequence of the target gene is MFAAATKSFVKQVGDGGRLVPVPSLSEADKYQPLSLVVKKKRCFLFPRYKFTSTPFTLKDILLGDREISAGISSYQLLNYEDESDVSLYGRRGNHIVNDVGINVAGSDSIAVKASFGIVTKHEVEVSTLLKEITTRKINFDHSLIRQSRSSRKAVLCVVMESIRTTRQCSLSVHAGIRGEAMRFHFMDEQNPKGRDKAIVFPAHTTIAFSVFELFIYLDGAFDLCVTSVSKGGFEREETATFALLYRLRNILFERNRRVMDVISRSQLYLDDLFSDYYDKPLSMTDISLKEGTHIRVNLL.... Result: 1 (interaction). (5) The miRNA is hsa-miR-3691-3p with sequence ACCAAGUCUGCGUCAUCCUCUC. The protein sequence of the target gene is MVFAHRMDNSKPHLIIPTLLVPLQNRSCTETATPLPSQYLMELSEEHSWMSNQTDLHYVLKPGEVATASIFFGILWLFSIFGNSLVCLVIHRSRRTQSTTNYFVVSMACADLLISVASTPFVLLQFTTGRWTLGSATCKVVRYFQYLTPGVQIYVLLSICIDRFYTIVYPLSFKVSREKAKKMIAASWVFDAGFVTPVLFFYGSNWDSHCNYFLPSSWEGTAYTVIHFLVGFVIPSVLIILFYQKVIKYIWRIGTDGRTVRRTMNIVPRTKVKTIKMFLILNLLFLLSWLPFHVAQLWHP.... Result: 0 (no interaction). (6) The miRNA is mmu-miR-1198-5p with sequence UAUGUGUUCCUGGCUGGCUUGG. The protein sequence of the target gene is MQREEGFNTKMADGPDEYETETGCVPLLHPEEIKPQSHYNHGYGEPLGRKTHIDDYSTWDIVKATQYGIYERCRELVEAGYDVRQPDKENVTLLHWAAINNRIDLVKYYISKGAIVDQLGGDLNSTPLHWATRQGHLSMVVQLMKYGADPSLIDGEGCSCIHLAAQFGHTSIVAYLIAKGQDVDMMDQNGMTPLMWAAYRTHSVDPTRLLLTFNVSVNLGDKYHKNTALHWAVLAGNTTVISLLLEAGGNVDAQNVKGESALDLAKQRKNVWMINHLQEARQAKGYDNPSFLRKLKADKE.... Result: 0 (no interaction).